From a dataset of NCI-60 drug combinations with 297,098 pairs across 59 cell lines. Regression. Given two drug SMILES strings and cell line genomic features, predict the synergy score measuring deviation from expected non-interaction effect. (1) Synergy scores: CSS=62.5, Synergy_ZIP=3.48, Synergy_Bliss=-2.88, Synergy_Loewe=0.128, Synergy_HSA=2.73. Drug 1: C1=C(C(=O)NC(=O)N1)F. Cell line: MOLT-4. Drug 2: CC1=C(C(=O)C2=C(C1=O)N3CC4C(C3(C2COC(=O)N)OC)N4)N. (2) Drug 1: CCCCCOC(=O)NC1=NC(=O)N(C=C1F)C2C(C(C(O2)C)O)O. Drug 2: CC12CCC3C(C1CCC2O)C(CC4=C3C=CC(=C4)O)CCCCCCCCCS(=O)CCCC(C(F)(F)F)(F)F. Cell line: SF-295. Synergy scores: CSS=-0.312, Synergy_ZIP=3.86, Synergy_Bliss=4.79, Synergy_Loewe=-1.19, Synergy_HSA=-0.239. (3) Drug 1: C1=CC(=CC=C1C#N)C(C2=CC=C(C=C2)C#N)N3C=NC=N3. Drug 2: C1CCC(C(C1)N)N.C(=O)(C(=O)[O-])[O-].[Pt+4]. Cell line: NCIH23. Synergy scores: CSS=10.8, Synergy_ZIP=-0.245, Synergy_Bliss=-0.727, Synergy_Loewe=-0.0211, Synergy_HSA=-1.90. (4) Drug 1: CC=C1C(=O)NC(C(=O)OC2CC(=O)NC(C(=O)NC(CSSCCC=C2)C(=O)N1)C(C)C)C(C)C. Drug 2: C(CCl)NC(=O)N(CCCl)N=O. Cell line: NCIH23. Synergy scores: CSS=66.1, Synergy_ZIP=2.17, Synergy_Bliss=4.57, Synergy_Loewe=-53.9, Synergy_HSA=4.86. (5) Drug 1: CCC1(CC2CC(C3=C(CCN(C2)C1)C4=CC=CC=C4N3)(C5=C(C=C6C(=C5)C78CCN9C7C(C=CC9)(C(C(C8N6C=O)(C(=O)OC)O)OC(=O)C)CC)OC)C(=O)OC)O.OS(=O)(=O)O. Drug 2: C1C(C(OC1N2C=NC(=NC2=O)N)CO)O. Cell line: SNB-19. Synergy scores: CSS=25.8, Synergy_ZIP=-6.30, Synergy_Bliss=-0.767, Synergy_Loewe=-3.44, Synergy_HSA=1.59. (6) Synergy scores: CSS=26.0, Synergy_ZIP=0.218, Synergy_Bliss=0.946, Synergy_Loewe=-13.2, Synergy_HSA=0.767. Drug 1: CC1=C(C=C(C=C1)NC2=NC=CC(=N2)N(C)C3=CC4=NN(C(=C4C=C3)C)C)S(=O)(=O)N.Cl. Drug 2: C1=NC2=C(N1)C(=S)N=C(N2)N. Cell line: OVCAR-8. (7) Drug 1: CC1=C(C=C(C=C1)NC2=NC=CC(=N2)N(C)C3=CC4=NN(C(=C4C=C3)C)C)S(=O)(=O)N.Cl. Drug 2: CCC1=CC2CC(C3=C(CN(C2)C1)C4=CC=CC=C4N3)(C5=C(C=C6C(=C5)C78CCN9C7C(C=CC9)(C(C(C8N6C)(C(=O)OC)O)OC(=O)C)CC)OC)C(=O)OC.C(C(C(=O)O)O)(C(=O)O)O. Cell line: HCT-15. Synergy scores: CSS=29.8, Synergy_ZIP=7.36, Synergy_Bliss=10.5, Synergy_Loewe=-16.8, Synergy_HSA=8.74. (8) Drug 1: CC(C1=C(C=CC(=C1Cl)F)Cl)OC2=C(N=CC(=C2)C3=CN(N=C3)C4CCNCC4)N. Drug 2: CC12CCC(CC1=CCC3C2CCC4(C3CC=C4C5=CN=CC=C5)C)O. Cell line: MOLT-4. Synergy scores: CSS=36.8, Synergy_ZIP=5.16, Synergy_Bliss=12.3, Synergy_Loewe=-18.7, Synergy_HSA=10.8. (9) Drug 1: CC12CCC(CC1=CCC3C2CCC4(C3CC=C4C5=CN=CC=C5)C)O. Drug 2: CCC1=CC2CC(C3=C(CN(C2)C1)C4=CC=CC=C4N3)(C5=C(C=C6C(=C5)C78CCN9C7C(C=CC9)(C(C(C8N6C)(C(=O)OC)O)OC(=O)C)CC)OC)C(=O)OC.C(C(C(=O)O)O)(C(=O)O)O. Cell line: TK-10. Synergy scores: CSS=27.6, Synergy_ZIP=3.98, Synergy_Bliss=6.22, Synergy_Loewe=-2.60, Synergy_HSA=5.95.